This data is from CYP3A4 inhibition data for predicting drug metabolism from PubChem BioAssay. The task is: Regression/Classification. Given a drug SMILES string, predict its absorption, distribution, metabolism, or excretion properties. Task type varies by dataset: regression for continuous measurements (e.g., permeability, clearance, half-life) or binary classification for categorical outcomes (e.g., BBB penetration, CYP inhibition). Dataset: cyp3a4_veith. (1) The compound is O=C(O)c1cc(-c2ccc(-c3ccccc3)cc2)nc2cc3ccccc3cc12. The result is 0 (non-inhibitor). (2) The molecule is Cn1cccc1C(=O)N1CCC2(CC1)CCN(c1cccc(-c3ccccc3)c1)CC2. The result is 0 (non-inhibitor). (3) The molecule is O=C(c1cc(C(F)(F)F)cc(C(F)(F)F)c1)N1CCC2(CCCN(c3ccccc3)C2)CC1. The result is 1 (inhibitor). (4) The molecule is CCCc1ncc(C[n+]2ccccc2C)c(N)n1.Cl.[Cl-]. The result is 0 (non-inhibitor). (5) The drug is O=C(COc1ccc2ccccc2c1)N1CCN(C(=O)c2cccnc2)CC1. The result is 1 (inhibitor). (6) The drug is COc1ccccc1CNc1ccnc(-c2ccoc2)n1. The result is 1 (inhibitor). (7) The molecule is O=C1CC2(CCCC2)CC(=O)N1CCCCNC[C@H]1COc2ccccc2O1. The result is 1 (inhibitor). (8) The compound is O=C(NCCCN1CCN(c2cccc(Cl)c2)CC1)C1CCC(=O)N1Cc1ccccc1Cl. The result is 0 (non-inhibitor).